From a dataset of Peptide-MHC class II binding affinity with 134,281 pairs from IEDB. Regression. Given a peptide amino acid sequence and an MHC pseudo amino acid sequence, predict their binding affinity value. This is MHC class II binding data. (1) The peptide sequence is MSLLTEVETYVLSII. The MHC is DRB1_0802 with pseudo-sequence DRB1_0802. The binding affinity (normalized) is 0.366. (2) The peptide sequence is LRKAFDAFDREKSGS. The MHC is HLA-DQA10301-DQB10301 with pseudo-sequence HLA-DQA10301-DQB10301. The binding affinity (normalized) is 0.125. (3) The peptide sequence is TDFAGKTVWFVPSIK. The MHC is DRB1_0404 with pseudo-sequence DRB1_0404. The binding affinity (normalized) is 0.376. (4) The peptide sequence is RDGQLTIKAERTEQKDFDGR. The MHC is DRB1_1301 with pseudo-sequence DRB1_1301. The binding affinity (normalized) is 0. (5) The peptide sequence is YVDRFFKTLRAEQATQDV. The MHC is DRB1_0701 with pseudo-sequence DRB1_0701. The binding affinity (normalized) is 0.396.